Dataset: Reaction yield outcomes from USPTO patents with 853,638 reactions. Task: Predict the reaction yield, written as a fraction of the theoretical maximum amount of product (1.0 means a 100% yield; for example, 0.34 means a 34% yield). (1) The reactants are [CH3:1][C:2]1[CH:3]=[C:4]([CH:19]=[C:20]([CH3:31])[C:21]=1[N:22]1[CH:26]=[C:25]([C:27]([F:30])([F:29])[F:28])[CH:24]=[N:23]1)[O:5][CH:6]([C:10]1[CH:18]=[CH:17][C:13]([C:14]([OH:16])=O)=[CH:12][CH:11]=1)[CH2:7][CH2:8][CH3:9].Cl.[NH2:33][CH2:34][CH2:35][C:36]([O:38][CH2:39][CH3:40])=[O:37].F[P-](F)(F)(F)(F)F.N1(OC(N(C)C)=[N+](C)C)C2N=CC=CC=2N=N1.C(N(C(C)C)CC)(C)C. The catalyst is [Cl-].[NH4+].CN(C)C=O. The product is [CH3:1][C:2]1[CH:3]=[C:4]([CH:19]=[C:20]([CH3:31])[C:21]=1[N:22]1[CH:26]=[C:25]([C:27]([F:28])([F:29])[F:30])[CH:24]=[N:23]1)[O:5][CH:6]([C:10]1[CH:11]=[CH:12][C:13]([C:14]([NH:33][CH2:34][CH2:35][C:36]([O:38][CH2:39][CH3:40])=[O:37])=[O:16])=[CH:17][CH:18]=1)[CH2:7][CH2:8][CH3:9]. The yield is 0.780. (2) The reactants are [CH:1]12[NH:12][CH:9]([CH2:10][CH2:11]1)[CH2:8][C:7]1[CH:6]=[CH:5][C:4]([NH2:13])=[CH:3][C:2]2=1.Br[CH2:15][CH2:16][O:17][CH3:18].C(=O)([O-])[O-].[K+].[K+]. The catalyst is CC(C)=O. The product is [CH3:18][O:17][CH2:16][CH2:15][N:12]1[CH:9]2[CH2:10][CH2:11][CH:1]1[C:2]1[CH:3]=[C:4]([NH2:13])[CH:5]=[CH:6][C:7]=1[CH2:8]2. The yield is 0.130. (3) The reactants are [Cl:1][C:2]1[C:7]([OH:8])=[CH:6][CH:5]=[C:4]([CH2:9][OH:10])[N:3]=1.C([O-])(O)=O.[Na+].[I:16]I.OS([O-])(=O)=O.[Na+]. The catalyst is O. The product is [Cl:1][C:2]1[C:7]([OH:8])=[C:6]([I:16])[CH:5]=[C:4]([CH2:9][OH:10])[N:3]=1. The yield is 0.620. (4) The reactants are [Br:1][C:2]1[N:7]=[C:6]2[C:8]([C:11]([NH:13][C:14]([CH3:17])([CH3:16])[CH3:15])=[O:12])=[CH:9][NH:10][C:5]2=[N:4][CH:3]=1.Cl[C:19]([C:32]1[CH:37]=[CH:36][CH:35]=[CH:34][CH:33]=1)([C:26]1[CH:31]=[CH:30][CH:29]=[CH:28][CH:27]=1)[C:20]1[CH:25]=[CH:24][CH:23]=[CH:22][CH:21]=1.C(N(CC)CC)C. The catalyst is CN(C=O)C. The product is [Br:1][C:2]1[N:7]=[C:6]2[C:8]([C:11]([NH:13][C:14]([CH3:17])([CH3:16])[CH3:15])=[O:12])=[CH:9][N:10]([C:19]([C:20]3[CH:25]=[CH:24][CH:23]=[CH:22][CH:21]=3)([C:32]3[CH:33]=[CH:34][CH:35]=[CH:36][CH:37]=3)[C:26]3[CH:27]=[CH:28][CH:29]=[CH:30][CH:31]=3)[C:5]2=[N:4][CH:3]=1. The yield is 0.750.